This data is from Reaction yield outcomes from USPTO patents with 853,638 reactions. The task is: Predict the reaction yield, written as a fraction of the theoretical maximum amount of product (1.0 means a 100% yield; for example, 0.34 means a 34% yield). (1) The reactants are [F:1][C:2]1[CH:7]=[CH:6][C:5]([C:8]2[O:9][C:10]3[CH:20]=[CH:19][C:18]([C:21]4[CH:26]=[C:25]([C:27](=[O:33])[NH:28][CH2:29][CH:30]([CH3:32])[CH3:31])[CH:24]=[CH:23][C:22]=4[OH:34])=[CH:17][C:11]=3[C:12]=2[C:13]([NH:15][CH3:16])=[O:14])=[CH:4][CH:3]=1.C1CCN2C(=NCCC2)CC1.Br[CH2:47][CH2:48][CH:49]1[O:54][CH2:53][CH2:52][N:51](C(OC(C)(C)C)=O)[CH2:50]1.C(O)(C(F)(F)F)=O. The catalyst is CN(C=O)C. The product is [F:1][C:2]1[CH:3]=[CH:4][C:5]([C:8]2[O:9][C:10]3[CH:20]=[CH:19][C:18]([C:21]4[CH:26]=[C:25]([C:27](=[O:33])[NH:28][CH2:29][CH:30]([CH3:32])[CH3:31])[CH:24]=[CH:23][C:22]=4[O:34][CH2:47][CH2:48][CH:49]4[O:54][CH2:53][CH2:52][NH:51][CH2:50]4)=[CH:17][C:11]=3[C:12]=2[C:13]([NH:15][CH3:16])=[O:14])=[CH:6][CH:7]=1. The yield is 0.290. (2) The reactants are [O:1]1CCC[CH2:2]1.Br[C:7]1[CH:12]=[CH:11][C:10]([CH:13]2[O:17][CH2:16][CH2:15][O:14]2)=[CH:9][N:8]=1.C([Li])CCC.CN(C)C=O. The catalyst is O. The product is [O:14]1[CH2:15][CH2:16][O:17][CH:13]1[C:10]1[CH:11]=[CH:12][C:7]([CH:2]=[O:1])=[N:8][CH:9]=1. The yield is 0.470. (3) The reactants are Cl[C:2]1[C:11]2[C:6](=[CH:7][C:8]([O:12][CH3:13])=[CH:9][CH:10]=2)[N:5]=[CH:4][CH:3]=1.[F:14][C:15]1[CH:20]=[C:19]([N+:21]([O-:23])=[O:22])[CH:18]=[CH:17][C:16]=1[OH:24].N1C=CC=CC=1. The catalyst is CN(C)C1C=CN=CC=1.O1CCOCC1. The product is [F:14][C:15]1[CH:20]=[C:19]([N+:21]([O-:23])=[O:22])[CH:18]=[CH:17][C:16]=1[O:24][C:2]1[C:11]2[C:6](=[CH:7][C:8]([O:12][CH3:13])=[CH:9][CH:10]=2)[N:5]=[CH:4][CH:3]=1. The yield is 0.490.